From a dataset of Full USPTO retrosynthesis dataset with 1.9M reactions from patents (1976-2016). Predict the reactants needed to synthesize the given product. (1) Given the product [CH2:14]([O:13][C:11]1[CH:12]=[C:7]([CH2:6][N:52]([CH3:53])[CH3:51])[CH:8]=[C:9]([O:32][CH2:33][CH2:34][CH2:35][CH2:36][CH2:37][CH2:38][CH2:39][CH2:40]/[CH:41]=[CH:42]\[CH2:43]/[CH:44]=[CH:45]\[CH2:46][CH2:47][CH2:48][CH2:49][CH3:50])[N:10]=1)[CH2:15][CH2:16][CH2:17][CH2:18][CH2:19][CH2:20][CH2:21]/[CH:22]=[CH:23]\[CH2:24]/[CH:25]=[CH:26]\[CH2:27][CH2:28][CH2:29][CH2:30][CH3:31], predict the reactants needed to synthesize it. The reactants are: CS(O[CH2:6][C:7]1[CH:12]=[C:11]([O:13][CH2:14][CH2:15][CH2:16][CH2:17][CH2:18][CH2:19][CH2:20][CH2:21]/[CH:22]=[CH:23]\[CH2:24]/[CH:25]=[CH:26]\[CH2:27][CH2:28][CH2:29][CH2:30][CH3:31])[N:10]=[C:9]([O:32][CH2:33][CH2:34][CH2:35][CH2:36][CH2:37][CH2:38][CH2:39][CH2:40]/[CH:41]=[CH:42]\[CH2:43]/[CH:44]=[CH:45]\[CH2:46][CH2:47][CH2:48][CH2:49][CH3:50])[CH:8]=1)(=O)=O.[CH3:51][NH:52][CH3:53]. (2) Given the product [F:16][C:14]1[CH:15]=[C:10]2[N:9]([CH3:17])[C:8](=[O:18])[N:7]([C@H:5]3[CH2:6][C@H:3]([NH:2][C:20]4[N:29]=[CH:28][C:27]5[C:22](=[CH:23][CH:24]=[CH:25][CH:26]=5)[N:21]=4)[CH2:4]3)[C:11]2=[N:12][CH:13]=1, predict the reactants needed to synthesize it. The reactants are: Cl.[NH2:2][C@H:3]1[CH2:6][C@H:5]([N:7]2[C:11]3=[N:12][CH:13]=[C:14]([F:16])[CH:15]=[C:10]3[N:9]([CH3:17])[C:8]2=[O:18])[CH2:4]1.Cl[C:20]1[N:29]=[CH:28][C:27]2[C:22](=[CH:23][CH:24]=[CH:25][CH:26]=2)[N:21]=1.C(N(CC)C(C)C)(C)C. (3) Given the product [CH2:21]([N:22]([CH2:27][CH3:28])[CH2:23][CH2:24][O:1][C:2]1[CH:3]=[CH:4][C:5]([C:6]([O:8][CH3:9])=[O:7])=[CH:10][CH:11]=1)[CH3:20], predict the reactants needed to synthesize it. The reactants are: [OH:1][C:2]1[CH:11]=[CH:10][C:5]([C:6]([O:8][CH3:9])=[O:7])=[CH:4][CH:3]=1.C(=O)([O-])[O-].[K+].[K+].Cl.Cl[CH2:20][CH2:21][NH:22][CH2:23][CH3:24].[I-].[K+].[CH3:27][C:28](C)=O. (4) Given the product [S:27]1[C:23]([CH2:22][CH:9]2[CH2:10][CH2:11][N:7]([CH:1]3[CH2:2][CH2:3][CH2:4][CH2:5][CH2:6]3)[C:8]2=[O:12])=[CH:24][C:25]2[CH:31]=[CH:30][CH:29]=[CH:28][C:26]1=2, predict the reactants needed to synthesize it. The reactants are: [CH:1]1([N:7]2[CH2:11][CH2:10][CH2:9][C:8]2=[O:12])[CH2:6][CH2:5][CH2:4][CH2:3][CH2:2]1.C([N-]C(C)C)(C)C.[Li+].Br[CH2:22][C:23]1[S:27][C:26]2[CH:28]=[CH:29][CH:30]=[CH:31][C:25]=2[CH:24]=1. (5) Given the product [F:22][C:23]1[C:24]([CH3:32])=[C:25]([C:2]2[N:10]3[C:5]([N:6]=[N:7][C:8]4[C:14]([O:15][CH3:16])=[CH:13][C:12]([C:17]([F:20])([F:19])[F:18])=[CH:11][C:9]=43)=[C:4]([CH3:21])[N:3]=2)[CH:26]=[CH:27][CH:28]=1, predict the reactants needed to synthesize it. The reactants are: Br[C:2]1[N:10]2[C:5]([N:6]=[N:7][C:8]3[C:14]([O:15][CH3:16])=[CH:13][C:12]([C:17]([F:20])([F:19])[F:18])=[CH:11][C:9]=32)=[C:4]([CH3:21])[N:3]=1.[F:22][C:23]1[C:24]([CH3:32])=[C:25](B(O)O)[CH:26]=[CH:27][CH:28]=1.C(=O)([O-])[O-].[Na+].[Na+]. (6) Given the product [OH:23][CH2:22][C:21]1[C:20]([N:24]2[CH2:36][CH2:35][N:27]3[C:28]4[CH2:29][CH2:30][CH2:31][CH2:32][C:33]=4[CH:34]=[C:26]3[C:25]2=[O:37])=[N:19][CH:18]=[CH:17][C:16]=1[C:4]1[CH:5]=[C:6]([NH:9][C:10]2[CH:14]=[C:13]([CH3:15])[NH:12][N:11]=2)[C:7](=[O:8])[N:2]([CH3:1])[CH:3]=1, predict the reactants needed to synthesize it. The reactants are: [CH3:1][N:2]1[C:7](=[O:8])[C:6]([NH:9][C:10]2[CH:14]=[C:13]([CH3:15])[NH:12][N:11]=2)=[CH:5][C:4]([C:16]2[C:21]([CH:22]=[O:23])=[C:20]([N:24]3[CH2:36][CH2:35][N:27]4[C:28]5[CH2:29][CH2:30][CH2:31][CH2:32][C:33]=5[CH:34]=[C:26]4[C:25]3=[O:37])[N:19]=[CH:18][CH:17]=2)=[CH:3]1.O.[Li+].[OH-].